Dataset: Catalyst prediction with 721,799 reactions and 888 catalyst types from USPTO. Task: Predict which catalyst facilitates the given reaction. (1) Reactant: [N:1]1([C:7]([O:9][C:10]([CH3:13])([CH3:12])[CH3:11])=[O:8])[CH2:6][CH2:5][NH:4][CH2:3][CH2:2]1.C(N(CC)CC)C.[CH2:21]([O:24][C:25](Cl)=[O:26])[CH2:22][CH3:23]. Product: [C:10]([O:9][C:7]([N:1]1[CH2:6][CH2:5][N:4]([C:25]([O:24][CH2:21][CH2:22][CH3:23])=[O:26])[CH2:3][CH2:2]1)=[O:8])([CH3:13])([CH3:12])[CH3:11]. The catalyst class is: 4. (2) Reactant: [CH3:1][C:2]([O:5][C:6]([N:8]1[CH2:13][CH2:12][C:11]([CH3:17])(C(O)=O)[CH2:10][CH2:9]1)=[O:7])([CH3:4])[CH3:3].C([N:20]([CH2:23]C)CC)C.C1(P(N=[N+]=[N-])(C2C=CC=CC=2)=[O:32])C=CC=CC=1.[CH2:42]([OH:49])[C:43]1[CH:48]=[CH:47][CH:46]=[CH:45][CH:44]=1.C(=O)(O)[O-].[Na+]. Product: [CH3:17][C:11]1([NH:20][C:23]([O:49][CH2:42][C:43]2[CH:48]=[CH:47][CH:46]=[CH:45][CH:44]=2)=[O:32])[CH2:10][CH2:9][N:8]([C:6]([O:5][C:2]([CH3:1])([CH3:3])[CH3:4])=[O:7])[CH2:13][CH2:12]1. The catalyst class is: 11. (3) Reactant: BrC1C=C[C:5](O)=[C:6]([C:8]2[CH:17]=[CH:16][C:15]3[C:10](=[CH:11][CH:12]=[C:13]([C:18]4[N:22]([CH:23]5[CH2:28][CH2:27][CH2:26][CH2:25][CH2:24]5)[C:21]5[CH:29]=[CH:30][C:31]([C:33]([OH:35])=[O:34])=[CH:32][C:20]=5[N:19]=4)[CH:14]=3)[N:9]=2)C=1.C(OC(C1C=C[C:45]2[N:46](C3CCCCC3)C(C3C=CC(N)=C(C=O)C=3)=[N:48][C:44]=2C=1)=O)C.N1C=CN=CC=1C(=O)C.[OH-].[K+]. Product: [CH:23]1([N:22]2[C:21]3[CH:29]=[CH:30][C:31]([C:33]([OH:35])=[O:34])=[CH:32][C:20]=3[N:19]=[C:18]2[C:13]2[CH:14]=[C:15]3[C:10](=[CH:11][CH:12]=2)[N:9]=[C:8]([C:6]2[CH:5]=[N:48][CH:44]=[CH:45][N:46]=2)[CH:17]=[CH:16]3)[CH2:28][CH2:27][CH2:26][CH2:25][CH2:24]1. The catalyst class is: 8. (4) Reactant: [NH2:1][C:2]1[CH:11]=[C:10]([C:12]([O:14][CH3:15])=[O:13])[CH:9]=[CH:8][C:3]=1[C:4]([O:6][CH3:7])=[O:5].[Cl:16][C:17]1[CH:24]=[C:23]([Cl:25])[CH:22]=[CH:21][C:18]=1[CH2:19]Cl.[I-].[K+].C(=O)([O-])[O-].[K+].[K+]. Product: [Cl:16][C:17]1[CH:24]=[C:23]([Cl:25])[CH:22]=[CH:21][C:18]=1[CH2:19][NH:1][C:2]1[CH:11]=[C:10]([C:12]([O:14][CH3:15])=[O:13])[CH:9]=[CH:8][C:3]=1[C:4]([O:6][CH3:7])=[O:5]. The catalyst class is: 93. (5) Reactant: [H-].[Al+3].[Li+].[H-].[H-].[H-].[CH3:7][O:8][C:9]1[CH:10]=[C:11]([N:17]2[CH2:22][CH2:21][N:20]([C:23]([C:25]3[N:29]([C:30]4[CH:35]=[CH:34][CH:33]=[CH:32][CH:31]=4)[N:28]=[C:27](C=O)[CH:26]=3)=[O:24])[CH2:19][CH2:18]2)[CH:12]=[C:13]([O:15][CH3:16])[CH:14]=1.[CH3:38][O:39][C:40]1C=C(/C=C/C(/O)=C/C(/C=C/C2C=[CH:44][C:45](O)=[C:40]([O:39][CH3:38])C=2)=O)C=[CH:44][C:45]=1O.P([O-])(O)(O)=[O:66].[Na+]. Product: [CH3:7][O:8][C:9]1[CH:10]=[C:11]([N:17]2[CH2:22][CH2:21][N:20]([C:23]([C:25]3[N:29]([C:30]4[CH:31]=[CH:32][CH:33]=[CH:34][CH:35]=4)[N:28]=[C:27](/[CH:44]=[CH:45]/[C:40]([O:39][CH3:38])=[O:66])[CH:26]=3)=[O:24])[CH2:19][CH2:18]2)[CH:12]=[C:13]([O:15][CH3:16])[CH:14]=1. The catalyst class is: 36.